Dataset: Peptide-MHC class I binding affinity with 185,985 pairs from IEDB/IMGT. Task: Regression. Given a peptide amino acid sequence and an MHC pseudo amino acid sequence, predict their binding affinity value. This is MHC class I binding data. (1) The peptide sequence is TPALAARGF. The MHC is HLA-B58:01 with pseudo-sequence HLA-B58:01. The binding affinity (normalized) is 0.0847. (2) The peptide sequence is SISGKYDIK. The MHC is HLA-A31:01 with pseudo-sequence HLA-A31:01. The binding affinity (normalized) is 0.149. (3) The peptide sequence is LYVAGVPEL. The MHC is HLA-A03:01 with pseudo-sequence HLA-A03:01. The binding affinity (normalized) is 0.0847. (4) The peptide sequence is IVPFWITAIY. The MHC is HLA-A11:01 with pseudo-sequence HLA-A11:01. The binding affinity (normalized) is 0.360. (5) The peptide sequence is TRAENRTYIY. The MHC is Mamu-B17 with pseudo-sequence Mamu-B17. The binding affinity (normalized) is 0. (6) The peptide sequence is PTTGRTSLYA. The MHC is Patr-B1301 with pseudo-sequence Patr-B1301. The binding affinity (normalized) is 0.0529. (7) The peptide sequence is APTGDLPRA. The MHC is HLA-B40:01 with pseudo-sequence HLA-B40:01. The binding affinity (normalized) is 0.0847. (8) The peptide sequence is TTYVYTLPV. The MHC is HLA-B27:03 with pseudo-sequence HLA-B27:03. The binding affinity (normalized) is 0.0847. (9) The peptide sequence is EEKAFSPEV. The MHC is HLA-B58:01 with pseudo-sequence HLA-B58:01. The binding affinity (normalized) is 0.127.